The task is: Predict which catalyst facilitates the given reaction.. This data is from Catalyst prediction with 721,799 reactions and 888 catalyst types from USPTO. (1) Reactant: [C:1]([O:5][C:6]([C:8]1[C:16]2[CH2:15][CH2:14][O:13][CH:12]([CH2:17][NH2:18])[C:11]=2[S:10][C:9]=1[NH2:19])=[O:7])([CH3:4])([CH3:3])[CH3:2].C(N(CC)CC)C.[C:27](Cl)(=[O:29])[CH3:28]. Product: [C:1]([O:5][C:6]([C:8]1[C:16]2[CH2:15][CH2:14][O:13][CH:12]([CH2:17][NH:18][C:27](=[O:29])[CH3:28])[C:11]=2[S:10][C:9]=1[NH2:19])=[O:7])([CH3:4])([CH3:2])[CH3:3]. The catalyst class is: 4. (2) Reactant: [ClH:1].C(OC([N:9]1[CH2:13][C@@:12]([O:18][CH2:19][CH2:20][CH:21]([CH3:23])[CH3:22])([C:14]([F:17])([F:16])[F:15])[CH2:11][C@@H:10]1[C@H:24]1[O:28]C(C)(C)[N:26]([C:31](=[O:33])[CH3:32])[C@H:25]1[CH2:34][C:35]1[CH:40]=[C:39]([F:41])[CH:38]=[C:37]([F:42])[CH:36]=1)=O)(C)(C)C. Product: [ClH:1].[F:41][C:39]1[CH:40]=[C:35]([CH:36]=[C:37]([F:42])[CH:38]=1)[CH2:34][C@H:25]([NH:26][C:31](=[O:33])[CH3:32])[C@H:24]([OH:28])[C@H:10]1[CH2:11][C@:12]([O:18][CH2:19][CH2:20][CH:21]([CH3:22])[CH3:23])([C:14]([F:17])([F:15])[F:16])[CH2:13][NH:9]1. The catalyst class is: 12. (3) Reactant: C(OC([S:6][C:7]1[CH:12]=[CH:11][C:10]([CH2:13][C:14]([OH:16])=[O:15])=[CH:9][CH:8]=1)=S)C.[OH-].[K+]. Product: [SH:6][C:7]1[CH:8]=[CH:9][C:10]([CH2:13][C:14]([OH:16])=[O:15])=[CH:11][CH:12]=1. The catalyst class is: 88. (4) Reactant: [CH3:1][N:2]([CH3:28])[C:3]([C:5]1[C:6]2[CH:7](O)[C@H:8]([OH:26])[C@@H:9]([C:20]3[CH:25]=[CH:24][CH:23]=[CH:22][CH:21]=3)[NH:10][C:11]=2[C:12]2[N:17]=[C:16]([CH3:18])[N:15]([CH3:19])[C:13]=2[CH:14]=1)=[O:4].FC(F)(F)C(O)=O.C([SiH](CC)CC)C.[OH-].[Na+]. Product: [CH3:28][N:2]([CH3:1])[C:3]([C:5]1[C:6]2[CH2:7][C@@H:8]([OH:26])[C@@H:9]([C:20]3[CH:25]=[CH:24][CH:23]=[CH:22][CH:21]=3)[NH:10][C:11]=2[C:12]2[N:17]=[C:16]([CH3:18])[N:15]([CH3:19])[C:13]=2[CH:14]=1)=[O:4]. The catalyst class is: 4. (5) Reactant: [CH3:1][S:2][C:3]1[CH:8]=[CH:7][C:6]([C:9]2[N:13]3[CH:14]=[C:15]([C:18]([NH:20][NH2:21])=[O:19])[CH:16]=[CH:17][C:12]3=[N:11][CH:10]=2)=[CH:5][CH:4]=1.[C:22](Cl)(=[O:24])[CH3:23].C(OCC)(=O)C. Product: [C:22]([NH:21][NH:20][C:18]([C:15]1[CH:16]=[CH:17][C:12]2[N:13]([C:9]([C:6]3[CH:7]=[CH:8][C:3]([S:2][CH3:1])=[CH:4][CH:5]=3)=[CH:10][N:11]=2)[CH:14]=1)=[O:19])(=[O:24])[CH3:23]. The catalyst class is: 80. (6) Reactant: [Br:1][C:2]1[CH:3]=[C:4]([C:7]([N:9]([CH2:22][C:23]2[CH:28]=[CH:27][C:26]([O:29][CH3:30])=[CH:25][C:24]=2[O:31][CH3:32])[CH2:10][C:11]#[C:12][C:13]2[CH:18]=[CH:17][C:16]([N+:19]([O-:21])=[O:20])=[CH:15][CH:14]=2)=[O:8])[NH:5][CH:6]=1.N12CCCN=C1CCCCC2. Product: [Br:1][C:2]1[CH:3]=[C:4]2[C:7](=[O:8])[N:9]([CH2:22][C:23]3[CH:28]=[CH:27][C:26]([O:29][CH3:30])=[CH:25][C:24]=3[O:31][CH3:32])[CH:10]=[C:11]([CH2:12][C:13]3[CH:18]=[CH:17][C:16]([N+:19]([O-:21])=[O:20])=[CH:15][CH:14]=3)[N:5]2[CH:6]=1. The catalyst class is: 4. (7) Product: [CH2:28]([O:27][C:3]1[CH:4]=[CH:5][C:6]([C:8]([O:17][CH2:18][C:19]2[CH:24]=[CH:23][C:22]([O:25][CH3:26])=[CH:21][CH:20]=2)([C:13]([F:14])([F:15])[F:16])[C:9]([F:11])([F:12])[F:10])=[CH:7][C:2]=1[Cl:1])[C:29]1[CH:34]=[CH:33][CH:32]=[CH:31][CH:30]=1. Reactant: [Cl:1][C:2]1[CH:7]=[C:6]([C:8]([O:17][CH2:18][C:19]2[CH:24]=[CH:23][C:22]([O:25][CH3:26])=[CH:21][CH:20]=2)([C:13]([F:16])([F:15])[F:14])[C:9]([F:12])([F:11])[F:10])[CH:5]=[CH:4][C:3]=1[OH:27].[CH2:28](Br)[C:29]1[CH:34]=[CH:33][CH:32]=[CH:31][CH:30]=1.C([O-])([O-])=O.[Cs+].[Cs+].[I-].[K+]. The catalyst class is: 21.